This data is from NCI-60 drug combinations with 297,098 pairs across 59 cell lines. The task is: Regression. Given two drug SMILES strings and cell line genomic features, predict the synergy score measuring deviation from expected non-interaction effect. (1) Drug 1: CS(=O)(=O)C1=CC(=C(C=C1)C(=O)NC2=CC(=C(C=C2)Cl)C3=CC=CC=N3)Cl. Drug 2: CC1=C(C=C(C=C1)NC(=O)C2=CC=C(C=C2)CN3CCN(CC3)C)NC4=NC=CC(=N4)C5=CN=CC=C5. Cell line: HCT-15. Synergy scores: CSS=22.2, Synergy_ZIP=4.47, Synergy_Bliss=2.50, Synergy_Loewe=0.699, Synergy_HSA=1.39. (2) Drug 1: C1CC(C1)(C(=O)O)C(=O)O.[NH2-].[NH2-].[Pt+2]. Drug 2: B(C(CC(C)C)NC(=O)C(CC1=CC=CC=C1)NC(=O)C2=NC=CN=C2)(O)O. Cell line: MDA-MB-435. Synergy scores: CSS=59.3, Synergy_ZIP=3.45, Synergy_Bliss=5.53, Synergy_Loewe=-42.8, Synergy_HSA=2.43. (3) Drug 1: C1=NNC2=C1C(=O)NC=N2. Drug 2: B(C(CC(C)C)NC(=O)C(CC1=CC=CC=C1)NC(=O)C2=NC=CN=C2)(O)O. Cell line: COLO 205. Synergy scores: CSS=57.6, Synergy_ZIP=0.00321, Synergy_Bliss=-4.06, Synergy_Loewe=-37.6, Synergy_HSA=-3.59.